From a dataset of Catalyst prediction with 721,799 reactions and 888 catalyst types from USPTO. Predict which catalyst facilitates the given reaction. (1) Reactant: C([CH2:5][C:6]([NH2:8])=[O:7])C1OC1.[C:9]([NH:13][C:14]1[CH:19]=[CH:18][C:17]([N:20]2[CH2:25][CH2:24][O:23][CH2:22][CH2:21]2)=[C:16]([F:26])[CH:15]=1)([O:11]C)=O.[CH3:27][C:28](C)([O-:30])[CH3:29].[Li+]. The catalyst class is: 1. Product: [F:26][C:16]1[CH:15]=[C:14]([N:13]2[CH2:27][CH:28]([CH2:29][NH:8][C:6](=[O:7])[CH3:5])[O:30][C:9]2=[O:11])[CH:19]=[CH:18][C:17]=1[N:20]1[CH2:25][CH2:24][O:23][CH2:22][CH2:21]1. (2) Product: [Cl:1][C:2]1[CH:3]=[C:4]([CH:18]=[C:19]([O:23][C:24]([F:27])([F:26])[F:25])[C:20]=1[OH:21])[C:5]([N:7]1[C:11]2[CH:12]=[CH:13][CH:14]=[CH:15][C:10]=2[S:9](=[O:17])(=[O:16])[CH2:8]1)=[O:6]. The catalyst class is: 9. Reactant: [Cl:1][C:2]1[CH:3]=[C:4]([CH:18]=[C:19]([O:23][C:24]([F:27])([F:26])[F:25])[C:20]=1[O:21]C)[C:5]([N:7]1[C:11]2[CH:12]=[CH:13][CH:14]=[CH:15][C:10]=2[S:9](=[O:17])(=[O:16])[CH2:8]1)=[O:6].[Cl-].[Li+].Cl. (3) Reactant: [CH2:1]([N:8]([CH:16]1[CH2:19][CH:18]([C:20](=[O:25])N(OC)C)[CH2:17]1)[C:9](=[O:15])[O:10][C:11]([CH3:14])([CH3:13])[CH3:12])[C:2]1[CH:7]=[CH:6][CH:5]=[CH:4][CH:3]=1.[Br-].O.Cl. Product: [CH2:1]([N:8]([CH:16]1[CH2:19][CH:18]([C:20](=[O:25])[CH2:4][CH2:3][CH:2]=[CH2:1])[CH2:17]1)[C:9](=[O:15])[O:10][C:11]([CH3:12])([CH3:14])[CH3:13])[C:2]1[CH:3]=[CH:4][CH:5]=[CH:6][CH:7]=1. The catalyst class is: 7. (4) Reactant: [Br:1][C:2]1[C:3]([C:20]2[S:24][C:23]3[CH:25]=[CH:26][C:27]([O:29][CH2:30][CH2:31][N:32]4[CH2:37][CH2:36][N:35](C(OC(C)(C)C)=O)[CH2:34][CH2:33]4)=[CH:28][C:22]=3[CH:21]=2)=[N:4][C:5]([NH:8][CH2:9][CH2:10][N:11]2[C:15]([CH3:17])([CH3:16])[C:14](=[O:18])[NH:13][C:12]2=[O:19])=[N:6][CH:7]=1.FC(F)(F)C(O)=O. Product: [Br:1][C:2]1[C:3]([C:20]2[S:24][C:23]3[CH:25]=[CH:26][C:27]([O:29][CH2:30][CH2:31][N:32]4[CH2:37][CH2:36][NH:35][CH2:34][CH2:33]4)=[CH:28][C:22]=3[CH:21]=2)=[N:4][C:5]([NH:8][CH2:9][CH2:10][N:11]2[C:15]([CH3:17])([CH3:16])[C:14](=[O:18])[NH:13][C:12]2=[O:19])=[N:6][CH:7]=1. The catalyst class is: 4. (5) Reactant: [CH2:1]([O:8][C:9]([N:11]1[CH2:16][CH2:15][CH:14]([NH:17][S:18]([C:21]2[CH:26]=[CH:25][C:24]([N+:27]([O-])=O)=[CH:23][CH:22]=2)(=[O:20])=[O:19])[CH2:13][CH2:12]1)=[O:10])[C:2]1[CH:7]=[CH:6][CH:5]=[CH:4][CH:3]=1.C(O)C.[Cl-].[NH4+]. Product: [CH2:1]([O:8][C:9]([N:11]1[CH2:16][CH2:15][CH:14]([NH:17][S:18]([C:21]2[CH:26]=[CH:25][C:24]([NH2:27])=[CH:23][CH:22]=2)(=[O:20])=[O:19])[CH2:13][CH2:12]1)=[O:10])[C:2]1[CH:7]=[CH:6][CH:5]=[CH:4][CH:3]=1. The catalyst class is: 150. (6) Reactant: [OH:1][C:2]1[CH:7]=[N:6][N:5]([CH:8]2[CH2:13][CH2:12][CH2:11][CH2:10][O:9]2)[C:4](=[O:14])[CH:3]=1.C(=O)([O-])[O-].[K+].[K+].[Br:21][C:22]1[CH:23]=[CH:24][C:25]([CH2:28]Br)=[N:26][CH:27]=1.CN(C=O)C. Product: [Br:21][C:22]1[CH:23]=[CH:24][C:25]([CH2:28][O:1][C:2]2[CH:7]=[N:6][N:5]([CH:8]3[CH2:13][CH2:12][CH2:11][CH2:10][O:9]3)[C:4](=[O:14])[CH:3]=2)=[N:26][CH:27]=1. The catalyst class is: 10. (7) Reactant: [CH2:1]([N:8](C)[CH2:9][CH2:10][O:11][C@H:12]1[CH2:19][N:18]2[C:20]3[CH:21]=[C:22]([C:33]([NH:35][S:36]([N:39]([CH2:41][CH:42]([O:45][CH3:46])[O:43][CH3:44])[CH3:40])(=[O:38])=[O:37])=[O:34])[CH:23]=[CH:24][C:25]=3[C:26]([CH:27]3[CH2:32][CH2:31][CH2:30][CH2:29][CH2:28]3)=[C:17]2[C:16]2[CH:47]=[CH:48][CH:49]=[CH:50][C:15]=2[O:14][CH2:13]1)C1C=CC=CC=1. Product: [CH:27]1([C:26]2[C:25]3[CH:24]=[CH:23][C:22]([C:33]([NH:35][S:36]([N:39]([CH2:41][CH:42]([O:45][CH3:46])[O:43][CH3:44])[CH3:40])(=[O:38])=[O:37])=[O:34])=[CH:21][C:20]=3[N:18]3[C:17]=2[C:16]2[CH:47]=[CH:48][CH:49]=[CH:50][C:15]=2[O:14][CH2:13][C@@H:12]([O:11][CH2:10][CH2:9][NH:8][CH3:1])[CH2:19]3)[CH2:32][CH2:31][CH2:30][CH2:29][CH2:28]1. The catalyst class is: 19. (8) Reactant: C(N(CC)CC)C.[F:8][C:9]1[CH:10]=[C:11]2[C:15](=[CH:16][CH:17]=1)[N:14]([CH3:18])[N:13]=[C:12]2[CH:19]=[O:20].[CH:21](=[N:28][C:29]1[CH:34]=[CH:33][CH:32]=[C:31]([O:35][CH3:36])[CH:30]=1)[C:22]1[CH:27]=[CH:26][CH:25]=[CH:24][CH:23]=1. Product: [F:8][C:9]1[CH:10]=[C:11]2[C:15](=[CH:16][CH:17]=1)[N:14]([CH3:18])[N:13]=[C:12]2[C:19](=[O:20])[CH:21]([NH:28][C:29]1[CH:34]=[CH:33][CH:32]=[C:31]([O:35][CH3:36])[CH:30]=1)[C:22]1[CH:23]=[CH:24][CH:25]=[CH:26][CH:27]=1. The catalyst class is: 433. (9) Reactant: [N:1]([CH:4]([CH3:6])[CH3:5])=[C:2]=[O:3].[CH3:7][O:8][C:9]1[CH:18]=[C:17]([O:19][CH3:20])[CH:16]=[C:15]2[C:10]=1[C:11](=[O:34])[NH:12][C:13]([C:21]1[C:26]([NH:27][CH:28]3[CH2:33][CH2:32][NH:31][CH2:30][CH2:29]3)=[CH:25][CH:24]=[CH:23][N:22]=1)=[N:14]2.C(N(CC)CC)C. Product: [CH3:7][O:8][C:9]1[CH:18]=[C:17]([O:19][CH3:20])[CH:16]=[C:15]2[C:10]=1[C:11](=[O:34])[NH:12][C:13]([C:21]1[C:26]([NH:27][CH:28]3[CH2:33][CH2:32][N:31]([C:2]([NH:1][CH:4]([CH3:6])[CH3:5])=[O:3])[CH2:30][CH2:29]3)=[CH:25][CH:24]=[CH:23][N:22]=1)=[N:14]2. The catalyst class is: 1. (10) Reactant: C(=O)([O-])[O-].[Cs+].[Cs+].Br[C:8]1[CH:13]=[CH:12][C:11]([CH:14]=[CH2:15])=[CH:10][CH:9]=1.[N:16]1([C:22](=[O:24])[CH3:23])[CH2:21][CH2:20][NH:19][CH2:18][CH2:17]1.C1(P(C2CCCCC2)C2C=CC=CC=2C2C(C(C)C)=CC(C(C)C)=CC=2C(C)C)CCCCC1. Product: [CH:14]([C:11]1[CH:12]=[CH:13][C:8]([N:19]2[CH2:20][CH2:21][N:16]([C:22](=[O:24])[CH3:23])[CH2:17][CH2:18]2)=[CH:9][CH:10]=1)=[CH2:15]. The catalyst class is: 222.